This data is from Forward reaction prediction with 1.9M reactions from USPTO patents (1976-2016). The task is: Predict the product of the given reaction. (1) Given the reactants [Cl:1][C:2]1[CH:7]=[C:6](I)[C:5]([Cl:9])=[CH:4][N:3]=1.[NH2:10][C:11]1[CH:20]=[CH:19][CH:18]=[CH:17][C:12]=1[C:13]([NH:15][CH3:16])=[O:14].C(=O)([O-])[O-].[Cs+].[Cs+].CC1(C)C2C=CC=C(P(C3C=CC=CC=3)C3C=CC=CC=3)C=2OC2C1=CC=CC=2P(C1C=CC=CC=1)C1C=CC=CC=1, predict the reaction product. The product is: [Cl:1][C:2]1[CH:7]=[C:6]([NH:10][C:11]2[CH:20]=[CH:19][CH:18]=[CH:17][C:12]=2[C:13]([NH:15][CH3:16])=[O:14])[C:5]([Cl:9])=[CH:4][N:3]=1. (2) Given the reactants [Cl:1][C:2]1[CH:7]=[CH:6][CH:5]=[C:4]([Cl:8])[C:3]=1[C:9]1[C:13]([CH2:14][NH:15][C:16]2[S:17][C:18]3[CH:24]=[C:23]([C:25]4[CH:26]=[C:27]([CH:32]=[CH:33][CH:34]=4)[C:28]([O:30]C)=[O:29])[CH:22]=[CH:21][C:19]=3[N:20]=2)=[C:12]([CH:35]([CH3:37])[CH3:36])[O:11][N:10]=1.[OH-].[Li+], predict the reaction product. The product is: [Cl:1][C:2]1[CH:7]=[CH:6][CH:5]=[C:4]([Cl:8])[C:3]=1[C:9]1[C:13]([CH2:14][NH:15][C:16]2[S:17][C:18]3[CH:24]=[C:23]([C:25]4[CH:26]=[C:27]([CH:32]=[CH:33][CH:34]=4)[C:28]([OH:30])=[O:29])[CH:22]=[CH:21][C:19]=3[N:20]=2)=[C:12]([CH:35]([CH3:37])[CH3:36])[O:11][N:10]=1.